From a dataset of Forward reaction prediction with 1.9M reactions from USPTO patents (1976-2016). Predict the product of the given reaction. Given the reactants [N+:1]([C:4]1[CH:5]=[CH:6][C:7]2[O:13][CH2:12][CH2:11][CH2:10][NH:9][C:8]=2[CH:14]=1)([O-:3])=[O:2].[CH:15](=O)[CH3:16].C(O)(=O)C.C(O[BH-](OC(=O)C)OC(=O)C)(=O)C.[Na+].C(=O)(O)[O-].[Na+], predict the reaction product. The product is: [CH2:15]([N:9]1[C:8]2[CH:14]=[C:4]([N+:1]([O-:3])=[O:2])[CH:5]=[CH:6][C:7]=2[O:13][CH2:12][CH2:11][CH2:10]1)[CH3:16].